Dataset: Catalyst prediction with 721,799 reactions and 888 catalyst types from USPTO. Task: Predict which catalyst facilitates the given reaction. (1) Reactant: [N:1]1([C:7]([O:9][C:10]([CH3:13])([CH3:12])[CH3:11])=[O:8])[CH2:6][CH2:5][NH:4][CH2:3][CH2:2]1.[H-].[Na+].Cl[C:17]1[CH:22]=[CH:21][C:20]([N+:23]([O-:25])=[O:24])=[CH:19][N:18]=1. Product: [N+:23]([C:20]1[CH:21]=[CH:22][C:17]([N:4]2[CH2:5][CH2:6][N:1]([C:7]([O:9][C:10]([CH3:13])([CH3:12])[CH3:11])=[O:8])[CH2:2][CH2:3]2)=[N:18][CH:19]=1)([O-:25])=[O:24]. The catalyst class is: 1. (2) Reactant: [C:1]([O:5][C:6]([NH:8][C@@H:9]1[C:23](=[O:24])[N:22]2[CH2:25][C@@H:26]([OH:28])[CH2:27][C@H:21]2[C:20](=[O:29])[NH:19][C@:18]2([C:31]([O:33][CH2:34][CH3:35])=[O:32])[CH2:30][C@H:17]2[CH:16]=[CH:15][CH2:14][CH2:13][CH2:12][CH2:11][CH2:10]1)=[O:7])([CH3:4])([CH3:3])[CH3:2].C1N2CCN(CC2)C1.[Br:44][C:45]1[CH:50]=[CH:49][C:48]([S:51](Cl)(=[O:53])=[O:52])=[CH:47][CH:46]=1. Product: [Br:44][C:45]1[CH:50]=[CH:49][C:48]([S:51]([O:28][C@@H:26]2[CH2:25][N:22]3[C:23](=[O:24])[C@@H:9]([NH:8][C:6]([O:5][C:1]([CH3:4])([CH3:3])[CH3:2])=[O:7])[CH2:10][CH2:11][CH2:12][CH2:13][CH2:14][CH:15]=[CH:16][C@@H:17]4[CH2:30][C@@:18]4([C:31]([O:33][CH2:34][CH3:35])=[O:32])[NH:19][C:20](=[O:29])[C@@H:21]3[CH2:27]2)(=[O:53])=[O:52])=[CH:47][CH:46]=1. The catalyst class is: 11. (3) Reactant: [Br-].[CH:15]1[CH:20]=[CH:19][C:18](P([C:15]2[CH:20]=[CH:19][CH:18]=[CH:17][CH:16]=2)[C:15]2[CH:20]=[CH:19][CH:18]=[CH:17][CH:16]=2)=[CH:17][CH:16]=1.[Li][CH2:22][CH2:23][CH2:24][CH3:25].[CH3:26][CH:27]([CH2:30][CH2:31][CH2:32][CH2:33][CH2:34][CH2:35][CH2:36][CH2:37][CH3:38])[CH:28]=O.[CH2:39]1COC[CH2:40]1. Product: [CH3:26][CH:27]([CH2:30][CH2:31][CH2:32][CH2:33][CH2:34][CH2:35][CH2:36][CH2:37][CH3:38])[CH:28]=[CH:39][CH2:40][C:15]1[CH:16]=[CH:17][C:18]2[C:19](=[CH:22][CH:23]=[CH:24][CH:25]=2)[CH:20]=1. The catalyst class is: 6. (4) Reactant: C([SiH2][O:6][C:7](C)(C)[C:8]1[CH:13]=[CH:12][N:11]=[C:10]([NH:14][C:15]2[S:16][C:17]([C:20]#[N:21])=[CH:18][N:19]=2)[C:9]=1[CH3:22])(C)(C)C.C1C=CN=CC=1.F.C([O-])([O-])=O.[K+].[K+]. Product: [OH:6][CH2:7][C:8]1[CH:13]=[CH:12][N:11]=[C:10]([NH:14][C:15]2[S:16][C:17]([C:20]#[N:21])=[CH:18][N:19]=2)[C:9]=1[CH3:22]. The catalyst class is: 20. (5) Reactant: [NH2:1][C:2]1[CH:7]=[CH:6][N:5]=[CH:4][N:3]=1.C1N2CCN(CC2)C1.[Cl:16][C:17]1[CH:18]=[C:19]([S:24](Cl)(=[O:26])=[O:25])[CH:20]=[CH:21][C:22]=1[F:23]. Product: [Cl:16][C:17]1[CH:18]=[C:19]([S:24]([NH:1][C:2]2[CH:7]=[CH:6][N:5]=[CH:4][N:3]=2)(=[O:25])=[O:26])[CH:20]=[CH:21][C:22]=1[F:23]. The catalyst class is: 10. (6) Reactant: [Mg].II.Br[C:5]1[CH:10]=[CH:9][C:8]([CH:11]([CH3:13])[CH3:12])=[CH:7][CH:6]=1.[CH:14]([C:16]1[C:24]2[O:23][C:22]([CH3:26])([CH3:25])[CH2:21][C:20]=2[C:19]([CH3:27])=[C:18]([NH:28][C:29](=[O:35])[CH2:30][C:31]([CH3:34])([CH3:33])[CH3:32])[C:17]=1[CH3:36])=[O:15]. Product: [OH:15][CH:14]([C:5]1[CH:10]=[CH:9][C:8]([CH:11]([CH3:13])[CH3:12])=[CH:7][CH:6]=1)[C:16]1[C:24]2[O:23][C:22]([CH3:25])([CH3:26])[CH2:21][C:20]=2[C:19]([CH3:27])=[C:18]([NH:28][C:29](=[O:35])[CH2:30][C:31]([CH3:34])([CH3:33])[CH3:32])[C:17]=1[CH3:36]. The catalyst class is: 20. (7) Reactant: [CH2:1]([N:8]([CH2:31][C:32]1[CH:37]=[CH:36][CH:35]=[CH:34][CH:33]=1)[C:9]1[C:14]2[N:15]=[C:16]([CH2:26][O:27][CH2:28][CH3:29])[N:17]([NH:18]C(=O)OC(C)(C)C)[C:13]=2[CH:12]=[C:11]([CH3:30])[N:10]=1)[C:2]1[CH:7]=[CH:6][CH:5]=[CH:4][CH:3]=1. Product: [CH2:31]([N:8]([CH2:1][C:2]1[CH:3]=[CH:4][CH:5]=[CH:6][CH:7]=1)[C:9]1[C:14]2[N:15]=[C:16]([CH2:26][O:27][CH2:28][CH3:29])[N:17]([NH2:18])[C:13]=2[CH:12]=[C:11]([CH3:30])[N:10]=1)[C:32]1[CH:33]=[CH:34][CH:35]=[CH:36][CH:37]=1. The catalyst class is: 502. (8) Reactant: [N-:1]=[N+:2]=[N-:3].[Na+].C1OCCOCCOCCOCCOC1.CS(O[CH:25]([CH2:39][C:40]1[CH:45]=[CH:44][CH:43]=[CH:42][CH:41]=1)[CH2:26][CH2:27][CH2:28][C:29]1[CH:38]=[CH:37][CH:36]=[CH:35][C:30]=1[C:31]([O:33][CH3:34])=[O:32])(=O)=O.C(Cl)Cl. Product: [N:1]([CH:25]([CH2:39][C:40]1[CH:41]=[CH:42][CH:43]=[CH:44][CH:45]=1)[CH2:26][CH2:27][CH2:28][C:29]1[CH:38]=[CH:37][CH:36]=[CH:35][C:30]=1[C:31]([O:33][CH3:34])=[O:32])=[N+:2]=[N-:3]. The catalyst class is: 3. (9) Reactant: O1CCCC1.[F-].C([N+](CCCC)(CCCC)CCCC)CCC.[Cl:24][C:25]1[CH:26]=[CH:27][C:28]2[N:29]([N:35]=[C:36]([C:58]3[CH:63]=[CH:62][CH:61]=[CH:60][CH:59]=3)[C:37]=2[CH:38]([OH:57])[C:39]2[CH:44]=[CH:43][CH:42]=[C:41]([C:45]3[CH:50]=[C:49]([F:51])[C:48]([O:52][CH2:53][O:54][CH3:55])=[C:47]([F:56])[CH:46]=3)[N:40]=2)[C:30]=1[Si](C)(C)C.[Cl-].[NH4+]. Product: [Cl:24][C:25]1[CH:26]=[CH:27][C:28]2[N:29]([N:35]=[C:36]([C:58]3[CH:59]=[CH:60][CH:61]=[CH:62][CH:63]=3)[C:37]=2[CH:38]([OH:57])[C:39]2[CH:44]=[CH:43][CH:42]=[C:41]([C:45]3[CH:46]=[C:47]([F:56])[C:48]([O:52][CH2:53][O:54][CH3:55])=[C:49]([F:51])[CH:50]=3)[N:40]=2)[CH:30]=1. The catalyst class is: 13.